This data is from Reaction yield outcomes from USPTO patents with 853,638 reactions. The task is: Predict the reaction yield, written as a fraction of the theoretical maximum amount of product (1.0 means a 100% yield; for example, 0.34 means a 34% yield). (1) The reactants are [F:1][C:2]1[CH:7]=[C:6]([F:8])[CH:5]=[CH:4][C:3]=1[NH:9][C:10]1[CH:11]=[CH:12][C:13]2[C:19](=[O:20])[C:18]3[CH:21]=[CH:22][CH:23]=[C:24]([O:25][CH2:26][C@H:27]4[CH2:31][O:30]C(C)(C)[O:28]4)[C:17]=3[CH2:16][CH2:15][C:14]=2[CH:34]=1.O.C1(C)C=CC(S(O)(=O)=O)=CC=1. The catalyst is CO.O. The product is [F:1][C:2]1[CH:7]=[C:6]([F:8])[CH:5]=[CH:4][C:3]=1[NH:9][C:10]1[CH:11]=[CH:12][C:13]2[C:19](=[O:20])[C:18]3[CH:21]=[CH:22][CH:23]=[C:24]([O:25][CH2:26][C@H:27]([OH:28])[CH2:31][OH:30])[C:17]=3[CH2:16][CH2:15][C:14]=2[CH:34]=1. The yield is 0.880. (2) The reactants are [O:1]=[C:2]1[C:10]2[C:5](=[CH:6][CH:7]=[CH:8][CH:9]=2)[C:4](=[O:11])[N:3]1[CH2:12][CH2:13][CH2:14][S:15]([O-:18])(=O)=[O:16].[K+].P(Cl)(Cl)(Cl)(Cl)[Cl:21]. The catalyst is C1(C)C=CC=CC=1. The product is [O:1]=[C:2]1[C:10]2[C:5](=[CH:6][CH:7]=[CH:8][CH:9]=2)[C:4](=[O:11])[N:3]1[CH2:12][CH2:13][CH2:14][S:15]([Cl:21])(=[O:18])=[O:16]. The yield is 0.790. (3) The reactants are [CH2:1]([N:8]1[C:12]([C:13]2[CH:18]=[CH:17][C:16]([C:19]([CH3:22])([CH3:21])[CH3:20])=[CH:15][CH:14]=2)=[C:11]([OH:23])[C:10]([C:24](=[N:26][NH:27][C:28]([C:30]2[CH:39]=[CH:38][C:33]([C:34]([O:36]C)=[O:35])=[CH:32][CH:31]=2)=[O:29])[CH3:25])=[N:9]1)[C:2]1[CH:7]=[CH:6][CH:5]=[CH:4][CH:3]=1.CO.[OH-].[Na+].Cl. The catalyst is O. The product is [CH2:1]([N:8]1[C:12]([C:13]2[CH:14]=[CH:15][C:16]([C:19]([CH3:22])([CH3:20])[CH3:21])=[CH:17][CH:18]=2)=[C:11]([OH:23])[C:10]([C:24](=[N:26][NH:27][C:28]([C:30]2[CH:39]=[CH:38][C:33]([C:34]([OH:36])=[O:35])=[CH:32][CH:31]=2)=[O:29])[CH3:25])=[N:9]1)[C:2]1[CH:3]=[CH:4][CH:5]=[CH:6][CH:7]=1. The yield is 0.690.